From a dataset of Full USPTO retrosynthesis dataset with 1.9M reactions from patents (1976-2016). Predict the reactants needed to synthesize the given product. (1) Given the product [C:23]([NH:15][C:13]1[CH:14]=[CH:1][CH:2]=[C:3]2[C:4]=1[CH:5]=[CH:6][CH:7]=[C:8]2[S:9]([OH:12])(=[O:10])=[O:11])(=[O:30])[C:24]1[CH:29]=[CH:28][CH:27]=[CH:26][CH:25]=1, predict the reactants needed to synthesize it. The reactants are: [CH:1]1[CH:14]=[C:13]([NH2:15])[C:4]2[CH:5]=[CH:6][CH:7]=[C:8]([S:9]([OH:12])(=[O:11])=[O:10])[C:3]=2[CH:2]=1.C(N(CC)CC)C.[C:23](Cl)(=[O:30])[C:24]1[CH:29]=[CH:28][CH:27]=[CH:26][CH:25]=1. (2) Given the product [CH3:1][O:2][C:3](=[O:22])[CH:4]([C:14]1[CH:19]=[CH:18][C:17]([O:20][CH3:21])=[CH:16][CH:15]=1)[CH2:5][C:6]1[C:7]([Cl:13])=[N:8][C:9]([NH:23][C:24]2[CH:29]=[CH:28][CH:27]=[CH:26][CH:25]=2)=[N:10][CH:11]=1, predict the reactants needed to synthesize it. The reactants are: [CH3:1][O:2][C:3](=[O:22])[CH:4]([C:14]1[CH:19]=[CH:18][C:17]([O:20][CH3:21])=[CH:16][CH:15]=1)[CH2:5][C:6]1[C:7]([Cl:13])=[N:8][C:9](Cl)=[N:10][CH:11]=1.[NH2:23][C:24]1[CH:29]=[CH:28][CH:27]=[CH:26][CH:25]=1.C(N(CC)C(C)C)(C)C.